Dataset: Forward reaction prediction with 1.9M reactions from USPTO patents (1976-2016). Task: Predict the product of the given reaction. (1) Given the reactants Cl[C:2]1[C:3]2[C:10]3[CH2:11][N:12]([C:14]([O:16][CH2:17][CH3:18])=[O:15])[CH2:13][C:9]=3[S:8][C:4]=2[N:5]=[CH:6][N:7]=1.[Cl:19][C:20]1[CH:21]=[C:22]([CH:24]=[CH:25][C:26]=1[F:27])[NH2:23].Cl, predict the reaction product. The product is: [Cl:19][C:20]1[CH:21]=[C:22]([NH:23][C:2]2[C:3]3[C:10]4[CH2:11][N:12]([C:14]([O:16][CH2:17][CH3:18])=[O:15])[CH2:13][C:9]=4[S:8][C:4]=3[N:5]=[CH:6][N:7]=2)[CH:24]=[CH:25][C:26]=1[F:27]. (2) Given the reactants C[O:2][C:3]1[CH:8]=[CH:7][C:6]([CH2:9][CH2:10][CH2:11][CH2:12][CH2:13]OC2C=CC=CC=2)=[CH:5][CH:4]=1.B(Br)(Br)[Br:22], predict the reaction product. The product is: [Br:22][CH2:13][CH2:12][CH2:11][CH2:10][CH2:9][C:6]1[CH:7]=[CH:8][C:3]([OH:2])=[CH:4][CH:5]=1. (3) Given the reactants [CH3:1][S:2]([C:5]1[CH:10]=[CH:9][C:8]([C:11]2[C:12]([O:29][C:30]3[CH:35]=[CH:34][C:33]([O:36][CH2:37][CH2:38][N:39]4[CH2:44][CH2:43][CH2:42][CH2:41][CH2:40]4)=[CH:32][CH:31]=3)=[C:13]3[C:18](=[CH:19][CH:20]=2)[CH:17]=[C:16]([O:21][C:22](=[O:28])[O:23][CH2:24][CH:25]([CH3:27])[CH3:26])[CH:15]=[CH:14]3)=[CH:7][CH:6]=1)(=[O:4])=[O:3].[ClH:45].CCOCC, predict the reaction product. The product is: [ClH:45].[CH3:1][S:2]([C:5]1[CH:6]=[CH:7][C:8]([C:11]2[C:12]([O:29][C:30]3[CH:31]=[CH:32][C:33]([O:36][CH2:37][CH2:38][N:39]4[CH2:40][CH2:41][CH2:42][CH2:43][CH2:44]4)=[CH:34][CH:35]=3)=[C:13]3[C:18](=[CH:19][CH:20]=2)[CH:17]=[C:16]([O:21][C:22](=[O:28])[O:23][CH2:24][CH:25]([CH3:26])[CH3:27])[CH:15]=[CH:14]3)=[CH:9][CH:10]=1)(=[O:4])=[O:3]. (4) Given the reactants C(=O)(OC(C)(C)C)[O:2][N:3]([CH2:9][CH2:10][C:11]([C:13]#[N:14])=[CH2:12])[C:4]([O:6][CH2:7][CH3:8])=[O:5].FC(F)(F)C(O)=O.C(=O)([O-])[O-].[K+].[K+], predict the reaction product. The product is: [C:13]([CH:11]1[CH2:12][O:2][N:3]([C:4]([O:6][CH2:7][CH3:8])=[O:5])[CH2:9][CH2:10]1)#[N:14]. (5) Given the reactants [NH:1]1[C:9]2[C:4](=[CH:5][CH:6]=[C:7]([CH2:10][NH:11][C:12](=[O:27])[CH2:13][CH2:14][C:15]#[C:16][C:17]3[CH:22]=[CH:21][C:20]([C:23]([F:26])([F:25])[F:24])=[CH:19][CH:18]=3)[CH:8]=2)[CH:3]=[CH:2]1.[CH2:28]([O:30][C:31](=[O:34])[CH2:32]Br)[CH3:29].C(=O)([O-])[O-].[Cs+].[Cs+].[I-].[K+], predict the reaction product. The product is: [CH2:28]([O:30][C:31](=[O:34])[CH2:32][N:1]1[C:9]2[C:4](=[CH:5][CH:6]=[C:7]([CH2:10][NH:11][C:12](=[O:27])[CH2:13][CH2:14][C:15]#[C:16][C:17]3[CH:22]=[CH:21][C:20]([C:23]([F:24])([F:26])[F:25])=[CH:19][CH:18]=3)[CH:8]=2)[CH:3]=[CH:2]1)[CH3:29]. (6) Given the reactants [CH:1]([N:4]([CH2:8]C)[CH:5](C)C)(C)C.F[C:11](F)(F)[C:12]([OH:14])=O.[CH2:17]([N:19]([CH2:47][CH3:48])[C:20]([NH:22][C:23]1[C:24]([C:28]2[NH:32][C:31]3[CH:33]=[C:34]([O:38][CH2:39][CH2:40]N4CCCCC4)[C:35]([F:37])=[CH:36][C:30]=3[N:29]=2)=[N:25][NH:26][CH:27]=1)=[O:21])[CH3:18].[CH2:49]1[CH2:53]OC[CH2:50]1, predict the reaction product. The product is: [CH3:8][N:4]([CH3:1])[CH2:5][CH2:40][CH2:39][O:38][C:34]1[C:35]([F:37])=[CH:36][C:30]2[N:29]=[C:28]([C:24]3[C:23]([NH:22][C:20](=[O:21])[N:19]([CH2:17][CH3:18])[CH2:47][CH3:48])=[CH:27][N:26]([CH:12]4[CH2:11][CH2:53][CH2:49][CH2:50][O:14]4)[N:25]=3)[NH:32][C:31]=2[CH:33]=1. (7) The product is: [OH:26][CH2:27][C:28]([NH:31][S:32]([C:35]1[S:39][C:38]([C:2]#[C:1][C:3]2[CH:4]=[N:5][N:6]3[C:11]([C:12]([F:14])([F:13])[F:15])=[CH:10][C:9]([C:16]4[CH:21]=[CH:20][C:19]([C:22]([F:25])([F:24])[F:23])=[CH:18][CH:17]=4)=[N:8][C:7]=23)=[N:37][C:36]=1[CH3:41])(=[O:34])=[O:33])([CH3:30])[CH3:29]. Given the reactants [C:1]([C:3]1[CH:4]=[N:5][N:6]2[C:11]([C:12]([F:15])([F:14])[F:13])=[CH:10][C:9]([C:16]3[CH:21]=[CH:20][C:19]([C:22]([F:25])([F:24])[F:23])=[CH:18][CH:17]=3)=[N:8][C:7]=12)#[CH:2].[OH:26][CH2:27][C:28]([NH:31][S:32]([C:35]1[S:39][C:38](Cl)=[N:37][C:36]=1[CH3:41])(=[O:34])=[O:33])([CH3:30])[CH3:29], predict the reaction product. (8) Given the reactants Cl.CCOC(C)=O.C(OC([NH:15][NH:16][C:17](=[O:49])[C:18]1[CH:23]=[CH:22][C:21]([O:24][CH2:25][C:26]2[CH:35]=[CH:34][C:33]3[C:28](=[CH:29][CH:30]=[CH:31][CH:32]=3)[N:27]=2)=[CH:20][C:19]=1[C:36]1([C:43]2[CH:48]=[CH:47][CH:46]=[CH:45][CH:44]=2)[CH2:41][CH:40]2[CH2:42][CH:37]1[CH2:38][CH2:39]2)=O)(C)(C)C, predict the reaction product. The product is: [C:43]1([C:36]2([C:19]3[CH:20]=[C:21]([O:24][CH2:25][C:26]4[CH:35]=[CH:34][C:33]5[C:28](=[CH:29][CH:30]=[CH:31][CH:32]=5)[N:27]=4)[CH:22]=[CH:23][C:18]=3[C:17]([NH:16][NH2:15])=[O:49])[CH2:41][CH:40]3[CH2:42][CH:37]2[CH2:38][CH2:39]3)[CH:44]=[CH:45][CH:46]=[CH:47][CH:48]=1. (9) The product is: [NH2:8][C@@H:9]([CH2:14][CH2:15][CH2:16][CH2:17][NH:18][C:19]([CH:21]1[CH2:24][C:23](=[O:25])[CH2:22]1)=[O:20])[C:10]([O:12][CH3:13])=[O:11]. Given the reactants C(OC([NH:8][C@@H:9]([CH2:14][CH2:15][CH2:16][CH2:17][NH:18][C:19]([CH:21]1[CH2:24][C:23](=[O:25])[CH2:22]1)=[O:20])[C:10]([O:12][CH3:13])=[O:11])=O)(C)(C)C.Cl, predict the reaction product. (10) Given the reactants [CH2:1]([N:8]1[C:13](=[O:14])[C:12]([N+:15]([O-:17])=[O:16])=[C:11]([CH3:18])[N:10]=[C:9]1/[N:19]=[CH:20]/[N:21]([CH3:23])[CH3:22])[C:2]1[CH:7]=[CH:6][CH:5]=[CH:4][CH:3]=1, predict the reaction product. The product is: [CH2:1]([N:8]1[C:13](=[O:14])[C:12]([N+:15]([O-:17])=[O:16])=[C:11](/[CH:18]=[CH:1]/[N:8]([CH3:13])[CH3:9])[N:10]=[C:9]1/[N:19]=[CH:20]/[N:21]([CH3:22])[CH3:23])[C:2]1[CH:3]=[CH:4][CH:5]=[CH:6][CH:7]=1.